Dataset: Peptide-MHC class I binding affinity with 185,985 pairs from IEDB/IMGT. Task: Regression. Given a peptide amino acid sequence and an MHC pseudo amino acid sequence, predict their binding affinity value. This is MHC class I binding data. (1) The peptide sequence is LMYILGTYG. The MHC is HLA-A30:01 with pseudo-sequence HLA-A30:01. The binding affinity (normalized) is 0.239. (2) The peptide sequence is VHREWFMDL. The MHC is HLA-B07:02 with pseudo-sequence HLA-B07:02. The binding affinity (normalized) is 0.0847. (3) The peptide sequence is KQNPDIVIY. The MHC is HLA-A11:01 with pseudo-sequence HLA-A11:01. The binding affinity (normalized) is 0.436. (4) The peptide sequence is FIKNPACTV. The MHC is HLA-A02:50 with pseudo-sequence HLA-A02:50. The binding affinity (normalized) is 0.936. (5) The peptide sequence is SSPDPPTDTPL. The MHC is Mamu-A01 with pseudo-sequence Mamu-A01. The binding affinity (normalized) is 0.723. (6) The peptide sequence is RMYWGVNPK. The MHC is HLA-B83:01 with pseudo-sequence HLA-B83:01. The binding affinity (normalized) is 0.213. (7) The peptide sequence is MTMRCIGI. The MHC is H-2-Db with pseudo-sequence H-2-Db. The binding affinity (normalized) is 0.107.